Dataset: Peptide-MHC class I binding affinity with 185,985 pairs from IEDB/IMGT. Task: Regression. Given a peptide amino acid sequence and an MHC pseudo amino acid sequence, predict their binding affinity value. This is MHC class I binding data. The MHC is HLA-A68:02 with pseudo-sequence HLA-A68:02. The peptide sequence is TTYQRTRAL. The binding affinity (normalized) is 0.531.